This data is from NCI-60 drug combinations with 297,098 pairs across 59 cell lines. The task is: Regression. Given two drug SMILES strings and cell line genomic features, predict the synergy score measuring deviation from expected non-interaction effect. (1) Drug 1: C1=C(C(=O)NC(=O)N1)F. Drug 2: C1=CC(=CC=C1CCCC(=O)O)N(CCCl)CCCl. Cell line: SK-MEL-2. Synergy scores: CSS=33.3, Synergy_ZIP=0.164, Synergy_Bliss=0.189, Synergy_Loewe=-8.46, Synergy_HSA=2.61. (2) Drug 1: C#CCC(CC1=CN=C2C(=N1)C(=NC(=N2)N)N)C3=CC=C(C=C3)C(=O)NC(CCC(=O)O)C(=O)O. Drug 2: C1CNP(=O)(OC1)N(CCCl)CCCl. Cell line: KM12. Synergy scores: CSS=-0.480, Synergy_ZIP=1.24, Synergy_Bliss=1.18, Synergy_Loewe=-1.50, Synergy_HSA=-2.50. (3) Drug 1: CC(C)(C1=NC(=CC=C1)N2C3=NC(=NC=C3C(=O)N2CC=C)NC4=CC=C(C=C4)N5CCN(CC5)C)O. Drug 2: C1CC(CCC1OC2=C(C(=CC=C2)Cl)F)(CC3=NC(=CC=C3)NC4=NC=CS4)C(=O)O. Cell line: OVCAR3. Synergy scores: CSS=60.9, Synergy_ZIP=-1.65, Synergy_Bliss=-1.85, Synergy_Loewe=-15.4, Synergy_HSA=2.72. (4) Drug 1: CC1=C2C(C(=O)C3(C(CC4C(C3C(C(C2(C)C)(CC1OC(=O)C(C(C5=CC=CC=C5)NC(=O)C6=CC=CC=C6)O)O)OC(=O)C7=CC=CC=C7)(CO4)OC(=O)C)O)C)OC(=O)C. Drug 2: C(CN)CNCCSP(=O)(O)O. Cell line: MCF7. Synergy scores: CSS=14.9, Synergy_ZIP=-5.09, Synergy_Bliss=-4.95, Synergy_Loewe=-29.1, Synergy_HSA=-7.00. (5) Drug 1: C1CN1C2=NC(=NC(=N2)N3CC3)N4CC4. Drug 2: C1=C(C(=O)NC(=O)N1)F. Cell line: A549. Synergy scores: CSS=66.0, Synergy_ZIP=-0.811, Synergy_Bliss=-0.669, Synergy_Loewe=2.80, Synergy_HSA=5.76. (6) Drug 1: COC1=NC(=NC2=C1N=CN2C3C(C(C(O3)CO)O)O)N. Drug 2: CCN(CC)CCNC(=O)C1=C(NC(=C1C)C=C2C3=C(C=CC(=C3)F)NC2=O)C. Cell line: HL-60(TB). Synergy scores: CSS=9.46, Synergy_ZIP=-0.565, Synergy_Bliss=-1.02, Synergy_Loewe=5.18, Synergy_HSA=-0.369. (7) Drug 1: CN1C(=O)N2C=NC(=C2N=N1)C(=O)N. Drug 2: C(CN)CNCCSP(=O)(O)O. Cell line: RXF 393. Synergy scores: CSS=-8.65, Synergy_ZIP=3.29, Synergy_Bliss=1.66, Synergy_Loewe=-5.99, Synergy_HSA=-5.38.